Dataset: Forward reaction prediction with 1.9M reactions from USPTO patents (1976-2016). Task: Predict the product of the given reaction. (1) Given the reactants Cl[C:2]1[C:7]([C:8]2[CH:13]=[CH:12][CH:11]=[CH:10][CH:9]=2)=[C:6]([N:14]([CH3:16])[CH3:15])[N:5]2[N:17]=[C:18]([CH3:20])[N:19]=[C:4]2[N:3]=1.[CH:21]([C:23]1[CH:28]=[CH:27][C:26](B(O)O)=[CH:25][CH:24]=1)=[O:22].C(=O)([O-])[O-].[Na+].[Na+], predict the reaction product. The product is: [CH3:15][N:14]([CH3:16])[C:6]1[N:5]2[N:17]=[C:18]([CH3:20])[N:19]=[C:4]2[N:3]=[C:2]([C:26]2[CH:27]=[CH:28][C:23]([CH:21]=[O:22])=[CH:24][CH:25]=2)[C:7]=1[C:8]1[CH:13]=[CH:12][CH:11]=[CH:10][CH:9]=1. (2) Given the reactants O[CH2:2][C:3]1[N:4]=[C:5]([CH:9]=[O:10])[S:6][C:7]=1[CH3:8].C1C=CC(P(C2C=CC=CC=2)C2C=CC=CC=2)=CC=1.C(Br)(Br)(Br)[Br:31], predict the reaction product. The product is: [Br:31][CH2:2][C:3]1[N:4]=[C:5]([CH:9]=[O:10])[S:6][C:7]=1[CH3:8]. (3) Given the reactants Br[C:2]1[CH:7]=[CH:6][C:5]([C:8]2[S:9][C:10]3[CH2:16][CH2:15][N:14]([CH:17]4[CH2:20][CH2:19][CH2:18]4)[CH2:13][CH2:12][C:11]=3[N:21]=2)=[CH:4][CH:3]=1.[NH:22]1[CH2:26][CH2:25][CH2:24][C:23]1=[O:27].C(=O)([O-])[O-].[Cs+].[Cs+].C1(P(C2C=CC=CC=2)C2C3OC4C(=CC=CC=4P(C4C=CC=CC=4)C4C=CC=CC=4)C(C)(C)C=3C=CC=2)C=CC=CC=1, predict the reaction product. The product is: [CH:17]1([N:14]2[CH2:15][CH2:16][C:10]3[S:9][C:8]([C:5]4[CH:6]=[CH:7][C:2]([N:22]5[CH2:26][CH2:25][CH2:24][C:23]5=[O:27])=[CH:3][CH:4]=4)=[N:21][C:11]=3[CH2:12][CH2:13]2)[CH2:20][CH2:19][CH2:18]1.